This data is from Forward reaction prediction with 1.9M reactions from USPTO patents (1976-2016). The task is: Predict the product of the given reaction. (1) Given the reactants [CH:1]([C:4]1[S:5][CH:6]=[C:7]([C:9]#[N:10])[N:8]=1)([CH3:3])[CH3:2].C([Li])CCC.[N+:16]([C:19]1[CH:26]=[CH:25][CH:24]=[CH:23][C:20]=1[CH:21]=[O:22])([O-:18])=[O:17], predict the reaction product. The product is: [OH:22][CH:21]([C:20]1[CH:23]=[CH:24][CH:25]=[CH:26][C:19]=1[N+:16]([O-:18])=[O:17])[C:6]1[S:5][C:4]([CH:1]([CH3:3])[CH3:2])=[N:8][C:7]=1[C:9]#[N:10]. (2) Given the reactants Cl.[C:2]1([CH2:12][C:13]([NH2:15])=[NH:14])[C:11]2[C:6](=[CH:7][CH:8]=[CH:9][CH:10]=2)[CH:5]=[CH:4][CH:3]=1.O.[NH2:17]N.[C:19]([NH:22][CH:23]([CH3:31])[C:24](=O)[C:25](OCC)=[O:26])(=[O:21])[CH3:20], predict the reaction product. The product is: [C:2]1([CH2:12][C:13]2[NH:15][C:25](=[O:26])[C:24]([CH:23]([NH:22][C:19](=[O:21])[CH3:20])[CH3:31])=[N:17][N:14]=2)[C:11]2[C:6](=[CH:7][CH:8]=[CH:9][CH:10]=2)[CH:5]=[CH:4][CH:3]=1. (3) Given the reactants [OH:1][C:2]1[CH:3]=[C:4]([CH2:8][NH:9][C:10](=[O:18])[C:11]2[CH:16]=[CH:15][CH:14]=[N:13][C:12]=2[NH2:17])[CH:5]=[CH:6][CH:7]=1.CS(O[CH2:24][C:25]1[CH:30]=[CH:29][C:28]([F:31])=[CH:27][CH:26]=1)(=O)=O.C(=O)([O-])[O-].[Cs+].[Cs+].CN(C=O)C, predict the reaction product. The product is: [F:31][C:28]1[CH:29]=[CH:30][C:25]([CH2:24][O:1][C:2]2[CH:3]=[C:4]([CH2:8][NH:9][C:10](=[O:18])[C:11]3[CH:16]=[CH:15][CH:14]=[N:13][C:12]=3[NH2:17])[CH:5]=[CH:6][CH:7]=2)=[CH:26][CH:27]=1. (4) The product is: [F:1][C:2]1[C:3]([NH:13][C:23]([NH:22][CH2:21][C:20]2[CH:19]=[CH:18][C:17]([O:16][C:15]([F:14])([F:28])[F:27])=[CH:26][CH:25]=2)=[O:24])=[C:4]2[C:9](=[CH:10][CH:11]=1)[CH:8]=[N:7][C:6]([CH3:12])=[CH:5]2. Given the reactants [F:1][C:2]1[CH:11]=[CH:10][C:9]2[CH:8]=[N:7][C:6]([CH3:12])=[CH:5][C:4]=2[C:3]=1[NH2:13].[F:14][C:15]([F:28])([F:27])[O:16][C:17]1[CH:26]=[CH:25][C:20]([CH2:21][N:22]=[C:23]=[O:24])=[CH:19][CH:18]=1, predict the reaction product. (5) Given the reactants [NH:1]1[CH2:6][CH2:5][CH:4]([NH:7][C:8]2[O:9][C:10]3[C:16]([S:17]([N:20]4[CH2:24][CH2:23][CH2:22][CH2:21]4)(=[O:19])=[O:18])=[CH:15][CH:14]=[CH:13][C:11]=3[N:12]=2)[CH2:3][CH2:2]1.[CH2:25]([O:27][C:28]1[CH:29]=[C:30]([CH:33]=[CH:34][C:35]=1[O:36][CH3:37])[CH:31]=O)[CH3:26].C([BH3-])#N.[Na+].C(N(C(C)C)C(C)C)C, predict the reaction product. The product is: [CH2:25]([O:27][C:28]1[CH:29]=[C:30]([CH:33]=[CH:34][C:35]=1[O:36][CH3:37])[CH2:31][N:1]1[CH2:2][CH2:3][CH:4]([NH:7][C:8]2[O:9][C:10]3[C:16]([S:17]([N:20]4[CH2:24][CH2:23][CH2:22][CH2:21]4)(=[O:19])=[O:18])=[CH:15][CH:14]=[CH:13][C:11]=3[N:12]=2)[CH2:5][CH2:6]1)[CH3:26]. (6) Given the reactants [F:1][C:2]([F:27])([F:26])[C:3]([C:5]1[CH:10]=[CH:9][C:8]([N:11]2[CH2:16][CH2:15][N:14]([S:17]([C:20]3[CH:25]=[CH:24][CH:23]=[CH:22][CH:21]=3)(=[O:19])=[O:18])[CH2:13][CH2:12]2)=[CH:7][CH:6]=1)=[O:4].[CH:28]1([Mg]Br)[CH2:30][CH2:29]1, predict the reaction product. The product is: [CH:28]1([C:3]([C:5]2[CH:6]=[CH:7][C:8]([N:11]3[CH2:16][CH2:15][N:14]([S:17]([C:20]4[CH:25]=[CH:24][CH:23]=[CH:22][CH:21]=4)(=[O:19])=[O:18])[CH2:13][CH2:12]3)=[CH:9][CH:10]=2)([OH:4])[C:2]([F:1])([F:26])[F:27])[CH2:30][CH2:29]1. (7) Given the reactants FC(F)(F)C(OC(=O)C(F)(F)F)=O.[I:14][C:15]1[N:19]=[C:18]([C:20]([NH2:22])=O)[N:17]([C:23]([C:36]2[CH:41]=[CH:40][CH:39]=[CH:38][CH:37]=2)([C:30]2[CH:35]=[CH:34][CH:33]=[CH:32][CH:31]=2)[C:24]2[CH:29]=[CH:28][CH:27]=[CH:26][CH:25]=2)[N:16]=1, predict the reaction product. The product is: [C:20]([C:18]1[N:17]([C:23]([C:24]2[CH:29]=[CH:28][CH:27]=[CH:26][CH:25]=2)([C:36]2[CH:37]=[CH:38][CH:39]=[CH:40][CH:41]=2)[C:30]2[CH:31]=[CH:32][CH:33]=[CH:34][CH:35]=2)[N:16]=[C:15]([I:14])[N:19]=1)#[N:22]. (8) Given the reactants C([NH:8][C:9]1[C:10]([CH3:27])=[C:11]([CH3:26])[C:12]2[O:16][CH2:15][CH:14]([C:17]3[CH:22]=[CH:21][C:20]([CH3:23])=[CH:19][N:18]=3)[C:13]=2[C:24]=1[CH3:25])C1C=CC=CC=1, predict the reaction product. The product is: [CH3:25][C:24]1[C:13]2[CH:14]([C:17]3[CH:22]=[CH:21][C:20]([CH3:23])=[CH:19][N:18]=3)[CH2:15][O:16][C:12]=2[C:11]([CH3:26])=[C:10]([CH3:27])[C:9]=1[NH2:8].